Dataset: Reaction yield outcomes from USPTO patents with 853,638 reactions. Task: Predict the reaction yield, written as a fraction of the theoretical maximum amount of product (1.0 means a 100% yield; for example, 0.34 means a 34% yield). (1) The reactants are [Br:1][CH2:2][C@@H:3]([C:5]1[CH:10]=[CH:9][C:8]([O:11][CH2:12][C:13]2[CH:18]=[CH:17][CH:16]=[CH:15][CH:14]=2)=[C:7]([NH:19][CH:20]=[O:21])[CH:6]=1)[OH:4].N1C=CN=C1.[Si:27](Cl)([C:30]([CH3:33])([CH3:32])[CH3:31])([CH3:29])[CH3:28]. The catalyst is CN(C)C=O.C(OC(C)C)(=O)C. The product is [CH2:12]([O:11][C:8]1[CH:9]=[CH:10][C:5]([C@@H:3]([O:4][Si:27]([C:30]([CH3:33])([CH3:32])[CH3:31])([CH3:29])[CH3:28])[CH2:2][Br:1])=[CH:6][C:7]=1[NH:19][CH:20]=[O:21])[C:13]1[CH:14]=[CH:15][CH:16]=[CH:17][CH:18]=1. The yield is 0.680. (2) The reactants are [CH2:1]([C:3]1[CH:10]=[CH:9][C:6]([C:7]#[N:8])=[C:5]([F:11])[CH:4]=1)[CH3:2].[H-].[H-].[H-].[H-].[Li+].[Al+3]. The catalyst is CCOCC. The product is [CH2:1]([C:3]1[CH:10]=[CH:9][C:6]([CH2:7][NH2:8])=[C:5]([F:11])[CH:4]=1)[CH3:2]. The yield is 0.950. (3) The reactants are Br[C:2]1[CH:3]=[C:4]([CH:7]=[CH:8][C:9]=1[O:10][CH3:11])[CH:5]=[O:6].[CH3:12][O:13][C:14]1[CH:19]=[CH:18][C:17](B(O)O)=[CH:16][CH:15]=1.[Cl-].[Li+].C(=O)([O-])[O-].[Na+].[Na+]. The catalyst is COCCOC.C(OCC)(=O)C.C1C=CC([P]([Pd]([P](C2C=CC=CC=2)(C2C=CC=CC=2)C2C=CC=CC=2)([P](C2C=CC=CC=2)(C2C=CC=CC=2)C2C=CC=CC=2)[P](C2C=CC=CC=2)(C2C=CC=CC=2)C2C=CC=CC=2)(C2C=CC=CC=2)C2C=CC=CC=2)=CC=1. The product is [CH3:11][O:10][C:9]1[CH:8]=[CH:7][C:4]([CH:5]=[O:6])=[CH:3][C:2]=1[C:17]1[CH:18]=[CH:19][C:14]([O:13][CH3:12])=[CH:15][CH:16]=1. The yield is 0.880. (4) The reactants are [Si:1]([O:8][CH2:9][C:10]1[CH:20]=[N:19][C:18]2[C:17]3[S:21][C:22](Br)=[CH:23][C:16]=3[CH2:15][CH2:14][O:13][C:12]=2[CH:11]=1)([C:4]([CH3:7])([CH3:6])[CH3:5])([CH3:3])[CH3:2].O1CCCC1.C([Li])C[CH2:32][CH3:33].Cl[C:36]([O:38]CC)=[O:37]. The catalyst is CCCCCC. The product is [Si:1]([O:8][CH2:9][C:10]1[C:20]([C:36]([OH:38])=[O:37])=[N:19][C:18]2[C:17]3[S:21][C:22]([CH2:32][CH3:33])=[CH:23][C:16]=3[CH2:15][CH2:14][O:13][C:12]=2[CH:11]=1)([C:4]([CH3:7])([CH3:6])[CH3:5])([CH3:3])[CH3:2]. The yield is 0.360.